From a dataset of Forward reaction prediction with 1.9M reactions from USPTO patents (1976-2016). Predict the product of the given reaction. (1) Given the reactants [C:1]([O:5][C:6]([NH:8][C@H:9]1[C@H:14]([O:15][Si](C(C)(C)C)(C)C)[C@@H:13]([CH3:23])[CH2:12][N:11]([C:24]2[CH:29]=[CH:28][N:27]=[CH:26][C:25]=2[N:30]([C:38]([O:40][C:41]([CH3:44])([CH3:43])[CH3:42])=[O:39])[C:31]([O:33][C:34]([CH3:37])([CH3:36])[CH3:35])=[O:32])[CH2:10]1)=[O:7])([CH3:4])([CH3:3])[CH3:2].[F-].C([N+](CCCC)(CCCC)CCCC)CCC, predict the reaction product. The product is: [C:1]([O:5][C:6]([NH:8][C@H:9]1[C@H:14]([OH:15])[C@@H:13]([CH3:23])[CH2:12][N:11]([C:24]2[CH:29]=[CH:28][N:27]=[CH:26][C:25]=2[N:30]([C:31]([O:33][C:34]([CH3:35])([CH3:37])[CH3:36])=[O:32])[C:38]([O:40][C:41]([CH3:44])([CH3:43])[CH3:42])=[O:39])[CH2:10]1)=[O:7])([CH3:4])([CH3:2])[CH3:3]. (2) Given the reactants [C:1]([O:5][C:6]([NH:8][C@@:9]1([C:24]([O:26][C:27]([CH3:30])([CH3:29])[CH3:28])=[O:25])[C:14](=[CH2:15])[C:13](=[O:16])[C@@H:12]2[C@H:10]1[C@H:11]2[C:17]([O:19][C:20]([CH3:23])([CH3:22])[CH3:21])=[O:18])=[O:7])([CH3:4])([CH3:3])[CH3:2].[F:31][C:32]1[CH:33]=[C:34]([SH:39])[CH:35]=[CH:36][C:37]=1[F:38].C(N(CC)CC)C, predict the reaction product. The product is: [C:1]([O:5][C:6]([NH:8][C@@:9]1([C:24]([O:26][C:27]([CH3:30])([CH3:29])[CH3:28])=[O:25])[C@H:14]([CH2:15][S:39][C:34]2[CH:35]=[CH:36][C:37]([F:38])=[C:32]([F:31])[CH:33]=2)[C:13](=[O:16])[C@@H:12]2[C@H:10]1[C@H:11]2[C:17]([O:19][C:20]([CH3:21])([CH3:23])[CH3:22])=[O:18])=[O:7])([CH3:4])([CH3:2])[CH3:3].